Dataset: Forward reaction prediction with 1.9M reactions from USPTO patents (1976-2016). Task: Predict the product of the given reaction. (1) Given the reactants C1(C2N=C(C=C3CCNCC3)ON=2)C=CC=CC=1.C(OC([N:26]1[CH2:31][CH2:30][C:29](=[CH:32][C:33]2[N:34](C(OC(C)(C)C)=O)[C:35]3[C:40]([CH:41]=2)=[CH:39][CH:38]=[C:37]([F:42])[CH:36]=3)[CH2:28][CH2:27]1)=O)(C)(C)C, predict the reaction product. The product is: [F:42][C:37]1[CH:36]=[C:35]2[C:40]([CH:41]=[C:33]([CH:32]=[C:29]3[CH2:28][CH2:27][NH:26][CH2:31][CH2:30]3)[NH:34]2)=[CH:39][CH:38]=1. (2) Given the reactants [NH2:1][C:2]1[CH:3]=[CH:4][C:5]([CH3:25])=[C:6]([CH:24]=1)[NH:7][C:8]1[CH:13]=[C:12]([C:14]([F:17])([F:16])[F:15])[N:11]=[C:10]([C:18]2[CH:23]=[CH:22][N:21]=[CH:20][CH:19]=2)[N:9]=1.[Cl:26][CH2:27][C:28]1[CH:36]=[CH:35][C:31]([C:32](Cl)=[O:33])=[CH:30][CH:29]=1, predict the reaction product. The product is: [Cl:26][CH2:27][C:28]1[CH:36]=[CH:35][C:31]([C:32]([NH:1][C:2]2[CH:3]=[CH:4][C:5]([CH3:25])=[C:6]([NH:7][C:8]3[CH:13]=[C:12]([C:14]([F:16])([F:17])[F:15])[N:11]=[C:10]([C:18]4[CH:23]=[CH:22][N:21]=[CH:20][CH:19]=4)[N:9]=3)[CH:24]=2)=[O:33])=[CH:30][CH:29]=1. (3) Given the reactants C(OC(=S)[S:5][C:6]1[CH:11]=[CH:10][C:9]([CH2:12][C:13]#[N:14])=[CH:8][CH:7]=1)C.[OH-].[K+], predict the reaction product. The product is: [SH:5][C:6]1[CH:11]=[CH:10][C:9]([CH2:12][C:13]#[N:14])=[CH:8][CH:7]=1. (4) Given the reactants Br[C:2]1[CH:7]=[CH:6][CH:5]=[CH:4][C:3]=1[CH2:8][CH3:9].N#N.[CH3:12][CH2:13][OH:14].[Li][CH:16](CC)C.C1CCCCC1.B(F)(F)F.C(OCC)C, predict the reaction product. The product is: [CH2:8]([C:3]1[CH:4]=[CH:5][CH:6]=[CH:7][C:2]=1[CH2:12][C@H:13]([OH:14])[CH3:16])[CH3:9]. (5) Given the reactants Br[C:2]1[CH:10]=[C:9]2[C:5]([C:6]([NH2:12])=[N:7][N:8]2[CH3:11])=[CH:4][CH:3]=1.[CH:13]1([N:16]2[CH2:21][C:20]3([CH2:26][CH2:25][N:24]([S:27]([C:30]4[CH:35]=[CH:34][C:33](B5OC(C)(C)C(C)(C)O5)=[CH:32][CH:31]=4)(=[O:29])=[O:28])[CH2:23][CH2:22]3)[O:19][CH2:18][C:17]2=[O:45])[CH2:15][CH2:14]1, predict the reaction product. The product is: [NH2:12][C:6]1[C:5]2[C:9](=[CH:10][C:2]([C:33]3[CH:34]=[CH:35][C:30]([S:27]([N:24]4[CH2:25][CH2:26][C:20]5([O:19][CH2:18][C:17](=[O:45])[N:16]([CH:13]6[CH2:14][CH2:15]6)[CH2:21]5)[CH2:22][CH2:23]4)(=[O:29])=[O:28])=[CH:31][CH:32]=3)=[CH:3][CH:4]=2)[N:8]([CH3:11])[N:7]=1.